From a dataset of Forward reaction prediction with 1.9M reactions from USPTO patents (1976-2016). Predict the product of the given reaction. (1) The product is: [CH3:14][O:13][C:5]1[CH:6]=[CH:7][C:8]([N+:10]([O-:12])=[O:11])=[CH:9][C:4]=1[CH2:3][OH:2]. Given the reactants C[O:2][CH:3](O)[C:4]1[CH:9]=[C:8]([N+:10]([O-:12])=[O:11])[CH:7]=[CH:6][C:5]=1[O:13][CH3:14].OCC1C=C([N+]([O-])=O)C=CC=1O, predict the reaction product. (2) Given the reactants [CH3:1][C:2]1([CH3:19])[CH2:9][CH:8]2[CH:6]([O:7]2)[CH2:5][N:4]([S:10]([C:13]2[CH:18]=[CH:17][CH:16]=[CH:15][N:14]=2)(=[O:12])=[O:11])[CH2:3]1.[N-:20]=[N+:21]=[N-:22].[Na+].[NH4+].[Cl-], predict the reaction product. The product is: [N:20]([CH:8]1[CH2:9][C:2]([CH3:19])([CH3:1])[CH2:3][N:4]([S:10]([C:13]2[CH:18]=[CH:17][CH:16]=[CH:15][N:14]=2)(=[O:12])=[O:11])[CH2:5][CH:6]1[OH:7])=[N+:21]=[N-:22].